This data is from Catalyst prediction with 721,799 reactions and 888 catalyst types from USPTO. The task is: Predict which catalyst facilitates the given reaction. (1) Product: [CH2:9]([O:8][P:7]([CH2:6][C:27]([CH:24]1[CH2:25][CH2:26][N:22]([C:20]([O:19][C:15]([CH3:18])([CH3:17])[CH3:16])=[O:21])[CH2:23]1)=[O:32])([O:11][CH2:12][CH3:13])=[O:14])[CH3:10]. Reactant: C([Li])CCC.[CH3:6][P:7](=[O:14])([O:11][CH2:12][CH3:13])[O:8][CH2:9][CH3:10].[C:15]([O:19][C:20]([N:22]1[CH2:26][CH2:25][C@H:24]([C:27](=[O:32])N(OC)C)[CH2:23]1)=[O:21])([CH3:18])([CH3:17])[CH3:16].O. The catalyst class is: 1. (2) Reactant: [C:1]([O:5][C:6]([N:8]1C(C2C=CC(C#N)=CC=2)O1)=[O:7])([CH3:4])([CH3:3])[CH3:2].[NH2:19][C:20]([CH3:24])([CH3:23])[CH2:21][OH:22]. Product: [C:1]([O:5][C:6]([NH:8][NH:19][C:20]([CH3:24])([CH3:23])[CH2:21][OH:22])=[O:7])([CH3:2])([CH3:3])[CH3:4]. The catalyst class is: 27. (3) Reactant: S(Cl)(Cl)=O.[Br:5][C:6]1[CH:7]=[CH:8][C:9]([CH2:12]O)=[N:10][CH:11]=1.C(N(CC)C(C)C)(C)C.[NH2:23][CH:24]1[CH2:29][CH2:28][N:27]([C:30]([O:32][C:33]([CH3:36])([CH3:35])[CH3:34])=[O:31])[CH2:26][CH2:25]1. Product: [Br:5][C:6]1[CH:7]=[CH:8][C:9]([CH2:12][NH:23][CH:24]2[CH2:25][CH2:26][N:27]([C:30]([O:32][C:33]([CH3:36])([CH3:35])[CH3:34])=[O:31])[CH2:28][CH2:29]2)=[N:10][CH:11]=1. The catalyst class is: 91. (4) Reactant: [CH2:1]([O:3][C:4]1[CH:9]=[CH:8][C:7]([S:10]([N:13]2[CH2:18][CH2:17][N:16]([CH2:19][CH3:20])[CH2:15][CH2:14]2)(=[O:12])=[O:11])=[CH:6][C:5]=1[C:21]1[NH:26][C:25](=[O:27])[C:24]2=[C:28]([CH3:34])[N:29]=[C:30]([CH2:31][CH2:32][CH3:33])[N:23]2[N:22]=1)[CH3:2].[Cl:35]CCl.Cl. Product: [ClH:35].[CH2:1]([O:3][C:4]1[CH:9]=[CH:8][C:7]([S:10]([N:13]2[CH2:14][CH2:15][N:16]([CH2:19][CH3:20])[CH2:17][CH2:18]2)(=[O:12])=[O:11])=[CH:6][C:5]=1[C:21]1[NH:26][C:25](=[O:27])[C:24]2=[C:28]([CH3:34])[N:29]=[C:30]([CH2:31][CH2:32][CH3:33])[N:23]2[N:22]=1)[CH3:2]. The catalyst class is: 28.